Predict the reactants needed to synthesize the given product. From a dataset of Full USPTO retrosynthesis dataset with 1.9M reactions from patents (1976-2016). (1) Given the product [F:1][C:2]1[CH:7]=[C:6]([F:8])[C:5]([F:9])=[CH:4][C:3]=1[C:10]1[N:31]([C:27]([CH3:30])([CH3:29])[CH3:28])[N:13]=[CH:12][CH:11]=1, predict the reactants needed to synthesize it. The reactants are: [F:1][C:2]1[CH:7]=[C:6]([F:8])[C:5]([F:9])=[CH:4][C:3]=1[C:10](=O)[CH:11]=[CH:12][N:13](C)C.C(O)(=O)C.C([O-])(=O)C.[Na+].Cl.[C:27]([NH:31]N)([CH3:30])([CH3:29])[CH3:28]. (2) Given the product [CH3:1][O:2][C:3]1[CH:8]=[CH:7][C:6]([CH2:9][CH2:10][CH2:11][CH:12]([OH:13])[C:14]#[CH:15])=[CH:5][CH:4]=1, predict the reactants needed to synthesize it. The reactants are: [CH3:1][O:2][C:3]1[CH:8]=[CH:7][C:6]([CH2:9][CH2:10][CH2:11][CH:12]=[O:13])=[CH:5][CH:4]=1.[C:14]([Mg]Br)#[CH:15]. (3) Given the product [C:38]([C:36]1[O:35][N:34]=[C:33]([NH:32][C:30]([NH:29][C:25]2[CH:26]=[CH:27][CH:28]=[C:23]([C:22]#[C:21][C:18]3[CH:19]=[N:20][C:15]([NH:14][CH2:13][CH:9]4[CH2:10][CH2:11][CH2:12][NH:8]4)=[N:16][CH:17]=3)[CH:24]=2)=[O:31])[CH:37]=1)([CH3:41])([CH3:39])[CH3:40], predict the reactants needed to synthesize it. The reactants are: C(OC([N:8]1[CH2:12][CH2:11][CH2:10][CH:9]1[CH2:13][NH:14][C:15]1[N:20]=[CH:19][C:18]([C:21]#[C:22][C:23]2[CH:28]=[CH:27][CH:26]=[C:25]([NH:29][C:30]([NH:32][C:33]3[CH:37]=[C:36]([C:38]([CH3:41])([CH3:40])[CH3:39])[O:35][N:34]=3)=[O:31])[CH:24]=2)=[CH:17][N:16]=1)=O)(C)(C)C. (4) Given the product [C:1]1([S:7]([C:17]2[CH:18]=[CH:19][C:14]([C:12](=[O:13])[CH3:11])=[CH:15][CH:16]=2)(=[O:9])=[O:8])[CH:6]=[CH:5][CH:4]=[CH:3][CH:2]=1, predict the reactants needed to synthesize it. The reactants are: [C:1]1([S:7]([O-:9])=[O:8])[CH:6]=[CH:5][CH:4]=[CH:3][CH:2]=1.[Na+].[CH3:11][C:12]([C:14]1[CH:19]=[CH:18][C:17](F)=[CH:16][CH:15]=1)=[O:13].O.